Dataset: Forward reaction prediction with 1.9M reactions from USPTO patents (1976-2016). Task: Predict the product of the given reaction. (1) Given the reactants [CH3:1][C:2]1[CH:12]=[C:11]([O:13][CH3:14])[C:10]([O:15][CH2:16][C:17]2[CH:22]=[CH:21][CH:20]=[CH:19][CH:18]=2)=[CH:9][C:3]=1[CH:4]=[CH:5][C:6]([OH:8])=O.[CH2:23]([O:30][C:31]1[CH:32]=[C:33]([CH2:39][CH2:40][NH2:41])[CH:34]=[CH:35][C:36]=1[O:37][CH3:38])[C:24]1[CH:29]=[CH:28][CH:27]=[CH:26][CH:25]=1.CN(C(ON1N=NC2C=CC=NC1=2)=[N+](C)C)C.F[P-](F)(F)(F)(F)F.C(N(C(C)C)CC)(C)C, predict the reaction product. The product is: [CH2:16]([O:15][C:10]1[C:11]([O:13][CH3:14])=[CH:12][C:2]([CH3:1])=[C:3](/[CH:4]=[CH:5]/[C:6]([NH:41][CH2:40][CH2:39][C:33]2[CH:34]=[CH:35][C:36]([O:37][CH3:38])=[C:31]([O:30][CH2:23][C:24]3[CH:29]=[CH:28][CH:27]=[CH:26][CH:25]=3)[CH:32]=2)=[O:8])[CH:9]=1)[C:17]1[CH:22]=[CH:21][CH:20]=[CH:19][CH:18]=1. (2) Given the reactants [Cl:1][C:2]1[CH:3]=[C:4]([NH2:9])[CH:5]=[C:6]([NH2:8])[CH:7]=1.[C:10]([NH:17][CH2:18][C:19](O)=[O:20])([O:12][C:13]([CH3:16])([CH3:15])[CH3:14])=[O:11].F[P-](F)(F)(F)(F)F.C(C(=NO[C+](N(C)C)N1CCOCC1)C(OCC)=O)#N.C(=O)([O-])O.[Na+], predict the reaction product. The product is: [NH2:8][C:6]1[CH:5]=[C:4]([NH:9][C:19](=[O:20])[CH2:18][NH:17][C:10](=[O:11])[O:12][C:13]([CH3:14])([CH3:15])[CH3:16])[CH:3]=[C:2]([Cl:1])[CH:7]=1. (3) Given the reactants C1(P(C2C=CC=CC=2)(C2C=CC=CC=2)=[C:8]([CH3:13])[C:9]([O:11][CH3:12])=[O:10])C=CC=CC=1.[C:26]1(=[O:33])[CH2:31][CH2:30][C:29](=O)[CH2:28][CH2:27]1, predict the reaction product. The product is: [O:33]=[C:26]1[CH2:27][CH2:28][C:29](=[C:8]([CH3:13])[C:9]([O:11][CH3:12])=[O:10])[CH2:30][CH2:31]1.